Predict the reaction yield, written as a fraction of the theoretical maximum amount of product (1.0 means a 100% yield; for example, 0.34 means a 34% yield). From a dataset of Reaction yield outcomes from USPTO patents with 853,638 reactions. The reactants are [CH3:1][O:2][C:3]1[CH:4]=[C:5]([NH:9][C:10](=[O:12])[CH3:11])[CH:6]=[CH:7][CH:8]=1.[O:13]=[CH:14][CH2:15][CH2:16][CH2:17][CH2:18][C:19]([O:21][CH3:22])=[O:20].CC(OO)(C)C. The catalyst is C(O)(C(F)(F)F)=O.C(O)(C(F)(F)F)=O.[Pd].C1(C)C=CC=CC=1. The product is [C:10]([NH:9][C:5]1[CH:4]=[C:3]([O:2][CH3:1])[CH:8]=[CH:7][C:6]=1[C:14](=[O:13])[CH2:15][CH2:16][CH2:17][CH2:18][C:19]([O:21][CH3:22])=[O:20])(=[O:12])[CH3:11]. The yield is 0.650.